From a dataset of NCI-60 drug combinations with 297,098 pairs across 59 cell lines. Regression. Given two drug SMILES strings and cell line genomic features, predict the synergy score measuring deviation from expected non-interaction effect. (1) Drug 1: C1=C(C(=O)NC(=O)N1)F. Drug 2: CCCCC(=O)OCC(=O)C1(CC(C2=C(C1)C(=C3C(=C2O)C(=O)C4=C(C3=O)C=CC=C4OC)O)OC5CC(C(C(O5)C)O)NC(=O)C(F)(F)F)O. Cell line: HCT116. Synergy scores: CSS=39.8, Synergy_ZIP=-3.83, Synergy_Bliss=-7.48, Synergy_Loewe=-5.86, Synergy_HSA=-5.66. (2) Drug 1: C1=CC(=CC=C1CCC2=CNC3=C2C(=O)NC(=N3)N)C(=O)NC(CCC(=O)O)C(=O)O. Drug 2: C(=O)(N)NO. Cell line: 786-0. Synergy scores: CSS=18.1, Synergy_ZIP=-5.62, Synergy_Bliss=-4.39, Synergy_Loewe=-9.89, Synergy_HSA=-3.71. (3) Drug 1: CN(C)N=NC1=C(NC=N1)C(=O)N. Drug 2: CN(C(=O)NC(C=O)C(C(C(CO)O)O)O)N=O. Cell line: NCI-H226. Synergy scores: CSS=7.84, Synergy_ZIP=0.0517, Synergy_Bliss=2.04, Synergy_Loewe=-0.525, Synergy_HSA=-0.194. (4) Drug 1: CC1=C2C(C(=O)C3(C(CC4C(C3C(C(C2(C)C)(CC1OC(=O)C(C(C5=CC=CC=C5)NC(=O)OC(C)(C)C)O)O)OC(=O)C6=CC=CC=C6)(CO4)OC(=O)C)O)C)O. Drug 2: C1=CC=C(C=C1)NC(=O)CCCCCCC(=O)NO. Cell line: UACC-257. Synergy scores: CSS=18.5, Synergy_ZIP=-7.54, Synergy_Bliss=0.822, Synergy_Loewe=0.585, Synergy_HSA=1.06.